Dataset: Forward reaction prediction with 1.9M reactions from USPTO patents (1976-2016). Task: Predict the product of the given reaction. Given the reactants Br[C:2]1[CH:3]=[CH:4][C:5]([F:10])=[C:6]([O:8][CH3:9])[CH:7]=1.[Mg].II.[C:14](OCC)(=[O:20])[C:15]([O:17][CH2:18][CH3:19])=[O:16].[Cl-].[NH4+], predict the reaction product. The product is: [F:10][C:5]1[CH:4]=[CH:3][C:2]([C:14](=[O:20])[C:15]([O:17][CH2:18][CH3:19])=[O:16])=[CH:7][C:6]=1[O:8][CH3:9].